This data is from NCI-60 drug combinations with 297,098 pairs across 59 cell lines. The task is: Regression. Given two drug SMILES strings and cell line genomic features, predict the synergy score measuring deviation from expected non-interaction effect. (1) Drug 2: C1CN(P(=O)(OC1)NCCCl)CCCl. Synergy scores: CSS=52.8, Synergy_ZIP=8.68, Synergy_Bliss=7.09, Synergy_Loewe=-23.4, Synergy_HSA=6.80. Cell line: SN12C. Drug 1: CC1=C2C(C(=O)C3(C(CC4C(C3C(C(C2(C)C)(CC1OC(=O)C(C(C5=CC=CC=C5)NC(=O)OC(C)(C)C)O)O)OC(=O)C6=CC=CC=C6)(CO4)OC(=O)C)OC)C)OC. (2) Drug 1: CC1=C2C(C(=O)C3(C(CC4C(C3C(C(C2(C)C)(CC1OC(=O)C(C(C5=CC=CC=C5)NC(=O)OC(C)(C)C)O)O)OC(=O)C6=CC=CC=C6)(CO4)OC(=O)C)OC)C)OC. Drug 2: CN1CCC(CC1)COC2=C(C=C3C(=C2)N=CN=C3NC4=C(C=C(C=C4)Br)F)OC. Cell line: UACC-257. Synergy scores: CSS=29.8, Synergy_ZIP=1.55, Synergy_Bliss=3.89, Synergy_Loewe=-2.53, Synergy_HSA=4.66. (3) Drug 1: C1=CC=C(C=C1)NC(=O)CCCCCCC(=O)NO. Drug 2: C1CC(=O)NC(=O)C1N2C(=O)C3=CC=CC=C3C2=O. Cell line: ACHN. Synergy scores: CSS=11.5, Synergy_ZIP=-1.76, Synergy_Bliss=-0.0455, Synergy_Loewe=-10.2, Synergy_HSA=-2.44. (4) Drug 1: CC1=C2C(C(=O)C3(C(CC4C(C3C(C(C2(C)C)(CC1OC(=O)C(C(C5=CC=CC=C5)NC(=O)OC(C)(C)C)O)O)OC(=O)C6=CC=CC=C6)(CO4)OC(=O)C)O)C)O. Drug 2: C1=CC=C(C=C1)NC(=O)CCCCCCC(=O)NO. Cell line: UACC62. Synergy scores: CSS=28.4, Synergy_ZIP=-6.38, Synergy_Bliss=-3.95, Synergy_Loewe=-1.25, Synergy_HSA=-1.34. (5) Drug 1: C1CC(=O)NC(=O)C1N2C(=O)C3=CC=CC=C3C2=O. Drug 2: COC1=C2C(=CC3=C1OC=C3)C=CC(=O)O2. Cell line: M14. Synergy scores: CSS=-9.34, Synergy_ZIP=0.417, Synergy_Bliss=-7.34, Synergy_Loewe=-11.6, Synergy_HSA=-9.70. (6) Drug 1: CCC1=CC2CC(C3=C(CN(C2)C1)C4=CC=CC=C4N3)(C5=C(C=C6C(=C5)C78CCN9C7C(C=CC9)(C(C(C8N6C)(C(=O)OC)O)OC(=O)C)CC)OC)C(=O)OC.C(C(C(=O)O)O)(C(=O)O)O. Drug 2: C1=NC2=C(N1)C(=S)N=CN2. Cell line: SF-268. Synergy scores: CSS=8.02, Synergy_ZIP=-10.5, Synergy_Bliss=-16.6, Synergy_Loewe=-20.5, Synergy_HSA=-13.9. (7) Drug 2: CS(=O)(=O)OCCCCOS(=O)(=O)C. Cell line: SK-OV-3. Synergy scores: CSS=12.9, Synergy_ZIP=-5.93, Synergy_Bliss=4.22, Synergy_Loewe=-20.3, Synergy_HSA=2.56. Drug 1: CCC1=C2CN3C(=CC4=C(C3=O)COC(=O)C4(CC)O)C2=NC5=C1C=C(C=C5)O.